Dataset: Catalyst prediction with 721,799 reactions and 888 catalyst types from USPTO. Task: Predict which catalyst facilitates the given reaction. (1) Product: [NH2:44][C@H:15]([C:16]1[CH:21]=[CH:20][C:19]([Cl:22])=[CH:18][C:17]=1[F:23])[C@@H:14]([C:32]1[CH:31]=[CH:28][CH:27]=[C:26]([Cl:25])[CH:33]=1)[OH:24]. The catalyst class is: 25. Reactant: C([C@H]1COC(=O)N1[C:14](=[O:24])[CH2:15][C:16]1[CH:21]=[CH:20][C:19]([Cl:22])=[CH:18][C:17]=1[F:23])C1C=CC=CC=1.[Cl:25][C:26]1[CH:27]=[C:28]([CH:31]=[CH:32][CH:33]=1)C=O.Cl[Si](C)(C)C.[Cl-].[Mg+2].[Cl-].C([N:44](CC)CC)C.[NH4+].[Cl-]. (2) Reactant: [CH2:1]([C:7]([CH2:13][CH2:14][CH2:15][CH2:16][CH2:17][CH3:18])=[CH:8][C:9](OC)=[O:10])[CH2:2][CH2:3][CH2:4][CH2:5][CH3:6].[H-].C([Al+]CC(C)C)C(C)C. Product: [CH2:13]([C:7]([CH2:1][CH2:2][CH2:3][CH2:4][CH2:5][CH3:6])=[CH:8][CH2:9][OH:10])[CH2:14][CH2:15][CH2:16][CH2:17][CH3:18]. The catalyst class is: 1. (3) Reactant: F[C:2](F)(F)[C:3](O)=[O:4].[Cl:8][C:9]1[CH:14]=[CH:13][C:12]([C:15]2([C:18]([N:20]([CH:27]3[CH2:29][CH2:28]3)[CH:21]3[CH2:26][CH2:25][NH:24][CH2:23][CH2:22]3)=[O:19])[CH2:17][CH2:16]2)=[CH:11][CH:10]=1.CCN(C(C)C)C(C)C.C(Cl)(=O)C.[NH4+].[Cl-]. Product: [C:3]([N:24]1[CH2:25][CH2:26][CH:21]([N:20]([CH:27]2[CH2:28][CH2:29]2)[C:18]([C:15]2([C:12]3[CH:11]=[CH:10][C:9]([Cl:8])=[CH:14][CH:13]=3)[CH2:16][CH2:17]2)=[O:19])[CH2:22][CH2:23]1)(=[O:4])[CH3:2]. The catalyst class is: 2. (4) Reactant: [CH2:1]([N:8]1[CH2:13][CH2:12][C:11](=O)[CH2:10][CH2:9]1)[C:2]1[CH:7]=[CH:6][CH:5]=[CH:4][CH:3]=1.[NH2:15][C:16]1[CH:17]=[C:18]([CH:23]=[CH:24][CH:25]=1)[NH:19][C:20](=[O:22])[CH3:21].[BH4-].[Na+].C(=O)([O-])O.[Na+]. Product: [C:20]([NH:19][C:18]1[CH:17]=[C:16]([NH:15][CH:11]2[CH2:12][CH2:13][N:8]([CH2:1][C:2]3[CH:7]=[CH:6][CH:5]=[CH:4][CH:3]=3)[CH2:9][CH2:10]2)[CH:25]=[CH:24][CH:23]=1)(=[O:22])[CH3:21]. The catalyst class is: 743. (5) Reactant: Br[C:2]1[CH:3]=[C:4]2[C:9](=[CH:10][CH:11]=1)[CH:8]=[N:7][CH:6]=[C:5]2[Cl:12].[CH3:13][CH:14]([S:16]([NH2:19])(=[O:18])=[O:17])[CH3:15].[O-]P([O-])([O-])=O.[K+].[K+].[K+].CC1(C)C2C(=C(P(C3C=CC=CC=3)C3C=CC=CC=3)C=CC=2)OC2C(P(C3C=CC=CC=3)C3C=CC=CC=3)=CC=CC1=2. The catalyst class is: 187. Product: [Cl:12][C:5]1[C:4]2[C:9](=[CH:10][CH:11]=[C:2]([NH:19][S:16]([CH:14]([CH3:15])[CH3:13])(=[O:18])=[O:17])[CH:3]=2)[CH:8]=[N:7][CH:6]=1. (6) Reactant: [C:1]([C:4]1[CH:11]=[C:10]([Cl:12])[C:7]([C:8]#[N:9])=[C:6](I)[C:5]=1[O:14][CH2:15][CH3:16])(=[O:3])[CH3:2].[CH3:17][C:18]1(C)C(C)(C)OB(C=C)O1.ClCCl.C(=O)([O-])[O-].[K+].[K+]. Product: [C:1]([C:4]1[CH:11]=[C:10]([Cl:12])[C:7]([C:8]#[N:9])=[C:6]([CH:17]=[CH2:18])[C:5]=1[O:14][CH2:15][CH3:16])(=[O:3])[CH3:2]. The catalyst class is: 117.